From a dataset of NCI-60 drug combinations with 297,098 pairs across 59 cell lines. Regression. Given two drug SMILES strings and cell line genomic features, predict the synergy score measuring deviation from expected non-interaction effect. Cell line: EKVX. Drug 1: CC=C1C(=O)NC(C(=O)OC2CC(=O)NC(C(=O)NC(CSSCCC=C2)C(=O)N1)C(C)C)C(C)C. Synergy scores: CSS=7.30, Synergy_ZIP=-0.827, Synergy_Bliss=4.79, Synergy_Loewe=0.674, Synergy_HSA=2.66. Drug 2: CC1=C(N=C(N=C1N)C(CC(=O)N)NCC(C(=O)N)N)C(=O)NC(C(C2=CN=CN2)OC3C(C(C(C(O3)CO)O)O)OC4C(C(C(C(O4)CO)O)OC(=O)N)O)C(=O)NC(C)C(C(C)C(=O)NC(C(C)O)C(=O)NCCC5=NC(=CS5)C6=NC(=CS6)C(=O)NCCC[S+](C)C)O.